Dataset: Reaction yield outcomes from USPTO patents with 853,638 reactions. Task: Predict the reaction yield, written as a fraction of the theoretical maximum amount of product (1.0 means a 100% yield; for example, 0.34 means a 34% yield). (1) The reactants are [Cl:1][C:2]1[CH:31]=[CH:30][C:5]([CH2:6][N:7]2[C:15]3[C:10](=[CH:11][C:12]([CH:16]=[C:17]4[S:21][C:20]([N:22]5[CH2:28][CH2:27][CH2:26][NH:25][CH2:24][CH2:23]5)=[N:19][C:18]4=[O:29])=[CH:13][CH:14]=3)[CH:9]=[N:8]2)=[C:4]([C:32]([F:35])([F:34])[F:33])[CH:3]=1.C(OC([NH:43][CH2:44][C:45](O)=[O:46])=O)(C)(C)C.CCN=C=NCCCN(C)C.C(N(CC)CC)C. The catalyst is ClCCl. The product is [NH2:43][CH2:44][C:45]([N:25]1[CH2:26][CH2:27][CH2:28][N:22]([C:20]2[S:21][C:17](=[CH:16][C:12]3[CH:11]=[C:10]4[C:15](=[CH:14][CH:13]=3)[N:7]([CH2:6][C:5]3[CH:30]=[CH:31][C:2]([Cl:1])=[CH:3][C:4]=3[C:32]([F:35])([F:34])[F:33])[N:8]=[CH:9]4)[C:18](=[O:29])[N:19]=2)[CH2:23][CH2:24]1)=[O:46]. The yield is 0.770. (2) The reactants are [CH2:1]([C:5]1[O:6][C:7]2[CH:29]=[CH:28][CH:27]=[CH:26][C:8]=2[C:9]=1[C:10]1[O:11][C:12]([C:15]2[CH:16]=[C:17]3[C:22](=[CH:23][CH:24]=2)[CH:21]=[C:20]([OH:25])[CH:19]=[CH:18]3)=[CH:13][N:14]=1)[CH2:2][CH2:3][CH3:4].Br[CH2:31][C:32]([O:34][CH3:35])=[O:33].C(=O)([O-])[O-].[K+].[K+]. The catalyst is CN(C=O)C. The product is [CH2:1]([C:5]1[O:6][C:7]2[CH:29]=[CH:28][CH:27]=[CH:26][C:8]=2[C:9]=1[C:10]1[O:11][C:12]([C:15]2[CH:16]=[C:17]3[C:22](=[CH:23][CH:24]=2)[CH:21]=[C:20]([O:25][CH2:31][C:32]([O:34][CH3:35])=[O:33])[CH:19]=[CH:18]3)=[CH:13][N:14]=1)[CH2:2][CH2:3][CH3:4]. The yield is 0.960. (3) The reactants are [CH3:1][C:2]1[CH:6]=[C:5]([NH:7]C2C=CC(C(O)=O)=CC=2C(O)=O)[N:4]([C:20]2[CH:25]=[CH:24][CH:23]=[CH:22][N:21]=2)[N:3]=1.BrC1C(C(O)=O)=CC=CC=1C(O)=O. No catalyst specified. The product is [CH3:1][C:2]1[CH:6]=[C:5]([NH2:7])[N:4]([C:20]2[CH:25]=[CH:24][CH:23]=[CH:22][N:21]=2)[N:3]=1. The yield is 0.990. (4) The reactants are [OH:1][C:2]([C:50]1[S:51][CH:52]=[CH:53][CH:54]=1)([C:45]1[S:46][CH:47]=[CH:48][CH:49]=1)[C:3]([O:5][C@H:6]1[CH2:11][CH2:10][C@H:9]([N:12]([CH2:14][CH2:15][N:16]2[C:20]3[CH:21]=[CH:22][C:23]([CH2:25][O:26][Si](C(C)(C)C)(C4C=CC=CC=4)C4C=CC=CC=4)=[CH:24][C:19]=3[O:18][C:17]2=[O:44])[CH3:13])[CH2:8][CH2:7]1)=[O:4].F.F.F.C(N(CC)CC)C.C(=O)(O)[O-].[Na+].C(Cl)(Cl)Cl. The catalyst is C1COCC1.CCO. The product is [OH:1][C:2]([C:45]1[S:46][CH:47]=[CH:48][CH:49]=1)([C:50]1[S:51][CH:52]=[CH:53][CH:54]=1)[C:3]([O:5][C@H:6]1[CH2:11][CH2:10][C@H:9]([N:12]([CH2:14][CH2:15][N:16]2[C:20]3[CH:21]=[CH:22][C:23]([CH2:25][OH:26])=[CH:24][C:19]=3[O:18][C:17]2=[O:44])[CH3:13])[CH2:8][CH2:7]1)=[O:4]. The yield is 0.700. (5) The reactants are [Cu](C#N)C#N.C([Li])CCC.C([SnH](CCCC)CCCC)CCC.[CH2:24]([NH:27][C:28](=[O:34])[O:29][C:30]([CH3:33])([CH3:32])[CH3:31])[C:25]#[CH:26].[Cl-].[NH4+].[OH-].[NH4+]. The catalyst is C1COCC1.ClCCl. The product is [CH2:24]([NH:27][C:28](=[O:34])[O:29][C:30]([CH3:33])([CH3:32])[CH3:31])[CH:25]=[CH2:26]. The yield is 0.630. (6) The reactants are ClC1N=[C:4]([NH:18][C:19]2[C:24]([C:25]#[C:26][Si:27]([CH3:30])([CH3:29])[CH3:28])=[CH:23][C:22]([CH3:31])=[CH:21][N:20]=2)[C:5](=[O:17])[N:6]([CH2:8][C:9]2[CH:14]=[CH:13][C:12]([O:15][CH3:16])=[CH:11][CH:10]=2)[CH:7]=1.C1(C)C=CC=CC=1. The catalyst is C(OCC)(=O)C. The product is [CH3:16][O:15][C:12]1[CH:13]=[CH:14][C:9]([CH2:8][N:6]2[CH:7]=[C:26]([Si:27]([CH3:30])([CH3:29])[CH3:28])[C:25]3[C:24]4[C:19]([NH:18][C:4]=3[C:5]2=[O:17])=[N:20][CH:21]=[C:22]([CH3:31])[CH:23]=4)=[CH:10][CH:11]=1. The yield is 0.890.